This data is from NCI-60 drug combinations with 297,098 pairs across 59 cell lines. The task is: Regression. Given two drug SMILES strings and cell line genomic features, predict the synergy score measuring deviation from expected non-interaction effect. (1) Drug 1: C1CN(CCN1C(=O)CCBr)C(=O)CCBr. Drug 2: CC(C)CN1C=NC2=C1C3=CC=CC=C3N=C2N. Cell line: 786-0. Synergy scores: CSS=26.5, Synergy_ZIP=-9.33, Synergy_Bliss=-3.92, Synergy_Loewe=-4.59, Synergy_HSA=-4.52. (2) Drug 1: CC1=C2C(C(=O)C3(C(CC4C(C3C(C(C2(C)C)(CC1OC(=O)C(C(C5=CC=CC=C5)NC(=O)OC(C)(C)C)O)O)OC(=O)C6=CC=CC=C6)(CO4)OC(=O)C)O)C)O. Drug 2: C1CC(=O)NC(=O)C1N2C(=O)C3=CC=CC=C3C2=O. Cell line: SF-295. Synergy scores: CSS=8.79, Synergy_ZIP=1.08, Synergy_Bliss=5.07, Synergy_Loewe=1.89, Synergy_HSA=3.07. (3) Synergy scores: CSS=5.27, Synergy_ZIP=9.99, Synergy_Bliss=11.2, Synergy_Loewe=11.9, Synergy_HSA=8.23. Drug 2: CCC(=C(C1=CC=CC=C1)C2=CC=C(C=C2)OCCN(C)C)C3=CC=CC=C3.C(C(=O)O)C(CC(=O)O)(C(=O)O)O. Cell line: EKVX. Drug 1: CC1C(C(=O)NC(C(=O)N2CCCC2C(=O)N(CC(=O)N(C(C(=O)O1)C(C)C)C)C)C(C)C)NC(=O)C3=C4C(=C(C=C3)C)OC5=C(C(=O)C(=C(C5=N4)C(=O)NC6C(OC(=O)C(N(C(=O)CN(C(=O)C7CCCN7C(=O)C(NC6=O)C(C)C)C)C)C(C)C)C)N)C. (4) Cell line: SR. Drug 2: CCN(CC)CCCC(C)NC1=C2C=C(C=CC2=NC3=C1C=CC(=C3)Cl)OC. Synergy scores: CSS=73.2, Synergy_ZIP=-1.67, Synergy_Bliss=-2.47, Synergy_Loewe=-2.92, Synergy_HSA=-1.16. Drug 1: C1CCC(CC1)NC(=O)N(CCCl)N=O. (5) Drug 1: CCC1=C2CN3C(=CC4=C(C3=O)COC(=O)C4(CC)O)C2=NC5=C1C=C(C=C5)O. Synergy scores: CSS=12.6, Synergy_ZIP=-5.14, Synergy_Bliss=-1.37, Synergy_Loewe=0.208, Synergy_HSA=0.357. Drug 2: CC1=C(N=C(N=C1N)C(CC(=O)N)NCC(C(=O)N)N)C(=O)NC(C(C2=CN=CN2)OC3C(C(C(C(O3)CO)O)O)OC4C(C(C(C(O4)CO)O)OC(=O)N)O)C(=O)NC(C)C(C(C)C(=O)NC(C(C)O)C(=O)NCCC5=NC(=CS5)C6=NC(=CS6)C(=O)NCCC[S+](C)C)O. Cell line: MALME-3M. (6) Drug 1: C1=CC(=CC=C1CC(C(=O)O)N)N(CCCl)CCCl.Cl. Drug 2: C1=NC2=C(N=C(N=C2N1C3C(C(C(O3)CO)O)F)Cl)N. Cell line: SNB-19. Synergy scores: CSS=38.2, Synergy_ZIP=-3.94, Synergy_Bliss=-4.35, Synergy_Loewe=-20.9, Synergy_HSA=-4.38.